From a dataset of Drug-target binding data from BindingDB using Ki measurements. Regression. Given a target protein amino acid sequence and a drug SMILES string, predict the binding affinity score between them. We predict pKi (pKi = -log10(Ki in M); higher means stronger inhibition). Dataset: bindingdb_ki. The compound is COc1cc(N2CC=C(Oc3ccc(-c4ccccc4)cc3)C2=O)ccc1OCCN1CC(NC(=O)OC(C)(C)C)C1. The target protein sequence is MSVQTMKKGVGRAVGLGGGSGCQATEEDPLPNCGACAPGQGGRRWRLPQPAWVEGSSARLWEQATGTGWMDLEASLLPTGPNASNTSDGPDNLTSAGSPPRTGSISYINIIMPSVFGTICLLGIIGNSTVIFAVVKKSKLHWCNNVPDIFIINLSVVDLLFLLGMPFMIHQLMGNGVWHFGETMCTLITAMDANSQFTSTYILTAMAIDRYLATVHPISSTKFRKPSVATLVICLLWALSFISITPVWLYARLIPFPGGAVGCGIRLPNPDTDLYWFTLYQFFLAFALPFVVITAAYVRILQRMTSSVAPASQRSIRLRTKRVTRTAIAICLVFFVCWAPYYVLQLTQLSISRPTLTFVYLYNAAISLGYANSCLNPFVYIVLCETFRKRLVLSVKPAAQGQLRAVSNAQTADEERTESKGT. The pKi is 9.1.